This data is from Peptide-MHC class I binding affinity with 185,985 pairs from IEDB/IMGT. The task is: Regression. Given a peptide amino acid sequence and an MHC pseudo amino acid sequence, predict their binding affinity value. This is MHC class I binding data. (1) The peptide sequence is AMMWRIAQL. The MHC is BoLA-JSP.1 with pseudo-sequence BoLA-JSP.1. The binding affinity (normalized) is 0.433. (2) The peptide sequence is HTQGYFPDWQ. The MHC is Mamu-B08 with pseudo-sequence Mamu-B08. The binding affinity (normalized) is 0. (3) The peptide sequence is RAGFHPTARR. The MHC is Patr-A0101 with pseudo-sequence Patr-A0101. The binding affinity (normalized) is 0.355. (4) The peptide sequence is RTSKASLER. The MHC is HLA-A02:06 with pseudo-sequence HLA-A02:06. The binding affinity (normalized) is 0. (5) The peptide sequence is SEVKFKYVL. The MHC is HLA-B39:01 with pseudo-sequence HLA-B39:01. The binding affinity (normalized) is 0.438. (6) The peptide sequence is LYRYIQWLR. The MHC is HLA-B40:01 with pseudo-sequence HLA-B40:01. The binding affinity (normalized) is 0.0847. (7) The peptide sequence is MPLFPTFSM. The MHC is H-2-Dd with pseudo-sequence H-2-Dd. The binding affinity (normalized) is 0.